Task: Regression/Classification. Given a drug SMILES string, predict its toxicity properties. Task type varies by dataset: regression for continuous values (e.g., LD50, hERG inhibition percentage) or binary classification for toxic/non-toxic outcomes (e.g., AMES mutagenicity, cardiotoxicity, hepatotoxicity). Dataset: dili.. Dataset: Drug-induced liver injury (DILI) classification data The drug is [Cl-].[NH4+]. The result is 0 (no liver injury).